From a dataset of Catalyst prediction with 721,799 reactions and 888 catalyst types from USPTO. Predict which catalyst facilitates the given reaction. (1) Reactant: [NH2:1][C:2]1[CH:7]=[CH:6][C:5]([C:8]([C:10]2[CH:15]=[CH:14][CH:13]=[CH:12][C:11]=2[CH3:16])=[O:9])=[C:4]([Cl:17])[CH:3]=1.C1C=CC(P([C:44]2[C:45](C3C(P(C4C=CC=CC=4)C4C=CC=CC=4)=C[CH:48]=[C:47]4[C:42]=3[CH:43]=[CH:44][CH:45]=[CH:46]4)=[C:46]3[C:47]([CH:48]=CC=C3)=[CH:42][CH:43]=2)C2C=CC=CC=2)=CC=1.[C:64]([O-:67])([O-])=[O:65].[Cs+].[Cs+].[O:70]1[CH2:75][CH2:74][O:73][CH2:72][CH2:71]1. Product: [Cl:17][C:4]1[CH:3]=[C:2]([NH:1][C:42]2[CH:43]=[CH:44][CH:45]=[CH:46][C:47]=2[CH2:48][O:9][CH2:8][CH2:5][O:70][CH2:75][CH2:74][O:73][CH2:72][CH2:71][O:65][CH:64]2[CH2:4][CH2:3][CH2:2][CH2:7][O:67]2)[CH:7]=[CH:6][C:5]=1[C:8]([C:10]1[CH:15]=[CH:14][CH:13]=[CH:12][C:11]=1[CH3:16])=[O:9]. The catalyst class is: 110. (2) Reactant: [CH2:1]([O:3][C:4](=[O:15])[C:5]([OH:14])([C:10]([F:13])([F:12])[F:11])[CH2:6][C:7]([CH3:9])=[CH2:8])[CH3:2].[F:16][C:17]1[CH:22]=[CH:21][C:20]([O:23][CH3:24])=[CH:19][CH:18]=1.[Al+3].[Cl-].[Cl-].[Cl-].Cl. Product: [CH2:1]([O:3][C:4](=[O:15])[C:5]([OH:14])([C:10]([F:13])([F:12])[F:11])[CH2:6][C:7]([C:21]1[CH:22]=[C:17]([F:16])[CH:18]=[CH:19][C:20]=1[O:23][CH3:24])([CH3:9])[CH3:8])[CH3:2]. The catalyst class is: 25. (3) The catalyst class is: 222. Product: [C:30]([O:29][C:28](=[O:34])[NH:27][C@@H:22]([CH2:23][CH:24]([CH3:26])[CH3:25])[CH:20]([O:19][C:2]1[CH:3]=[CH:4][C:5]2[C:14]3[C:9](=[C:10]([CH3:15])[N:11]=[CH:12][CH:13]=3)[C:8](=[O:16])[N:7]([CH3:17])[C:6]=2[CH:18]=1)[CH3:21])([CH3:32])([CH3:33])[CH3:31]. Reactant: Cl[C:2]1[CH:3]=[CH:4][C:5]2[C:14]3[C:9](=[C:10]([CH3:15])[N:11]=[CH:12][CH:13]=3)[C:8](=[O:16])[N:7]([CH3:17])[C:6]=2[CH:18]=1.[OH:19][CH:20]([C@@H:22]([NH:27][C:28](=[O:34])[O:29][C:30]([CH3:33])([CH3:32])[CH3:31])[CH2:23][CH:24]([CH3:26])[CH3:25])[CH3:21].C([O-])([O-])=O.[Cs+].[Cs+].C(P(C(C)(C)C)C1C=CC=CC=1C1C(C(C)C)=CC(C(C)C)=CC=1C(C)C)(C)(C)C. (4) Reactant: Cl[C:2]1[C:3](=[O:25])[N:4]([CH2:17][CH2:18][C:19]2[CH:24]=[CH:23][CH:22]=[CH:21][CH:20]=2)[C:5]([C:9]2[CH:14]=[CH:13][CH:12]=[CH:11][C:10]=2[O:15][CH3:16])=[N:6][C:7]=1[CH3:8].[F-].[Cs+].C([Sn](CCCC)(CCCC)[C:33]1[O:34][CH:35]=[CH:36][CH:37]=1)CCC. Product: [O:34]1[CH:35]=[CH:36][CH:37]=[C:33]1[C:2]1[C:3](=[O:25])[N:4]([CH2:17][CH2:18][C:19]2[CH:24]=[CH:23][CH:22]=[CH:21][CH:20]=2)[C:5]([C:9]2[CH:14]=[CH:13][CH:12]=[CH:11][C:10]=2[O:15][CH3:16])=[N:6][C:7]=1[CH3:8]. The catalyst class is: 12. (5) Reactant: [C:1](Cl)(=[O:5])[CH:2]([CH3:4])[CH3:3].CCN(C(C)C)C(C)C.[NH2:16][C:17]1[CH:22]=[CH:21][CH:20]=[CH:19][C:18]=1[S:23]([NH:26][C:27]1[CH:28]=[CH:29][CH:30]=[C:31]2[C:36]=1[N:35]=[CH:34][CH:33]=[CH:32]2)(=[O:25])=[O:24]. Product: [N:35]1[C:36]2[C:31](=[CH:30][CH:29]=[CH:28][C:27]=2[NH:26][S:23]([C:18]2[CH:19]=[CH:20][CH:21]=[CH:22][C:17]=2[NH:16][C:1](=[O:5])[CH:2]([CH3:4])[CH3:3])(=[O:25])=[O:24])[CH:32]=[CH:33][CH:34]=1. The catalyst class is: 1. (6) Reactant: [CH2:1]=O.[CH3:3][NH:4][CH3:5].[CH3:6][C:7]1[NH:8][C:9]2[C:14]([CH:15]=1)=[C:13]([N+:16]([O-:18])=[O:17])[CH:12]=[CH:11][CH:10]=2.[OH-].[Na+]. Product: [CH3:3][N:4]([CH3:1])[CH2:5][C:15]1[C:14]2[C:9](=[CH:10][CH:11]=[CH:12][C:13]=2[N+:16]([O-:18])=[O:17])[NH:8][C:7]=1[CH3:6]. The catalyst class is: 15. (7) Reactant: B(Br)(Br)Br.[C:5]1([C:11]2[C:20]([CH3:21])=[CH:19][C:18]3[C:13](=[C:14]([O:22]C)[CH:15]=[CH:16][CH:17]=3)[N:12]=2)[CH:10]=[CH:9][CH:8]=[CH:7][CH:6]=1. Product: [C:5]1([C:11]2[C:20]([CH3:21])=[CH:19][C:18]3[C:13](=[C:14]([OH:22])[CH:15]=[CH:16][CH:17]=3)[N:12]=2)[CH:6]=[CH:7][CH:8]=[CH:9][CH:10]=1. The catalyst class is: 2. (8) Reactant: [CH2:1]([N:3]1[CH2:8][C:7]([CH3:10])([CH3:9])[O:6][C:5](=[O:11])[CH:4]1[CH2:12][C:13]([OH:15])=O)[CH3:2].[CH:16]([N:19](C(C)C)[CH2:20]C)(C)C.CN(C(ON1N=NC2C=CC=NC1=2)=[N+](C)C)C.F[P-](F)(F)(F)(F)F.CNC.CO. The catalyst class is: 3. Product: [CH2:1]([N:3]1[CH2:8][C:7]([CH3:10])([CH3:9])[O:6][C:5](=[O:11])[CH:4]1[CH2:12][C:13]([N:19]([CH3:20])[CH3:16])=[O:15])[CH3:2]. (9) The catalyst class is: 4. Reactant: Cl.[CH3:2][O:3][C:4](=[O:8])[C@@H:5]([CH3:7])[NH2:6].C([O-])(=O)C.[K+].[O:14]1[C:18]2([CH2:23][CH2:22][C:21](=O)[CH2:20][CH2:19]2)[O:17][CH2:16][CH2:15]1.C(O[BH-](OC(=O)C)OC(=O)C)(=O)C.[Na+].C(=O)(O)[O-].[Na+]. Product: [O:14]1[C:18]2([CH2:23][CH2:22][CH:21]([NH:6][C@@H:5]([C:4]([O:3][CH3:2])=[O:8])[CH3:7])[CH2:20][CH2:19]2)[O:17][CH2:16][CH2:15]1. (10) Reactant: [OH:1][C:2]1[CH:10]=[CH:9][CH:8]=[C:7]([C:11]2[CH:16]=[CH:15][CH:14]=[CH:13][CH:12]=2)[C:3]=1[C:4]([OH:6])=[S:5].S([O-])([O-])(=O)=O.[Mg+2].S(=O)(=O)(O)O.C(=O)([O-])[O-].[Na+].[Na+].[C:34](O)([CH3:37])([CH3:36])[CH3:35]. Product: [OH:1][C:2]1[CH:10]=[CH:9][CH:8]=[C:7]([C:11]2[CH:16]=[CH:15][CH:14]=[CH:13][CH:12]=2)[C:3]=1[C:4]([O:6][C:34]([CH3:37])([CH3:36])[CH3:35])=[S:5]. The catalyst class is: 4.